From a dataset of Serine/threonine kinase 33 screen with 319,792 compounds. Binary Classification. Given a drug SMILES string, predict its activity (active/inactive) in a high-throughput screening assay against a specified biological target. (1) The drug is FC(F)Oc1c(NC(=O)COC(=O)c2ccc(COc3cc4oc(=O)cc(c4cc3)C)cc2)cccc1. The result is 0 (inactive). (2) The drug is Fc1cc2c(cnc(c3cc(OC)cc(OC)c3)c2)cc1. The result is 0 (inactive). (3) The molecule is s1c2ncn(CC(=O)NC3CCCCC3)c(=O)c2cc1CC. The result is 0 (inactive). (4) The molecule is Clc1ccc(C(=O)NCCCC(=O)Nc2ncc(cc2)C)cc1. The result is 0 (inactive). (5) The compound is O(\N=C(/N)c1ccncc1)C(=O)C1CCCCC1. The result is 0 (inactive). (6) The compound is s1c(N\C=C2\C(=O)CC(CC2=O)(C)C)c(c(c1C(OCC)=O)C)C(OCC)=O. The result is 0 (inactive). (7) The molecule is O=C1C=2C(C(=C(NC2c2c1cccc2)C)C(OCC)=O)c1ccc(O)cc1. The result is 0 (inactive).